Dataset: Catalyst prediction with 721,799 reactions and 888 catalyst types from USPTO. Task: Predict which catalyst facilitates the given reaction. (1) Reactant: [N+:1]([C:4]1[CH:5]=[C:6]([CH:26]=[CH:27][CH:28]=1)[CH2:7][NH:8][C:9]([C:11]1[CH:12]=[C:13]([C:20]2[CH:25]=[CH:24][CH:23]=[CH:22][CH:21]=2)[C:14]([F:19])=[CH:15][C:16]=1[O:17]C)=[O:10])([O-:3])=[O:2].B(Br)(Br)Br. Product: [N+:1]([C:4]1[CH:5]=[C:6]([CH:26]=[CH:27][CH:28]=1)[CH2:7][NH:8][C:9]([C:11]1[CH:12]=[C:13]([C:20]2[CH:25]=[CH:24][CH:23]=[CH:22][CH:21]=2)[C:14]([F:19])=[CH:15][C:16]=1[OH:17])=[O:10])([O-:3])=[O:2]. The catalyst class is: 4. (2) Reactant: C([N-]C(C)C)(C)C.[Li+].[Cl:9][C:10]([Cl:21])([Cl:20])[C@@H:11]1[N:15]2[CH2:16][CH2:17][CH2:18][C@H:14]2[C:13](=[O:19])[O:12]1.[CH3:22][N+:23]([CH3:25])=[CH2:24].[I-].O. Product: [CH3:22][N:23]([CH2:25][C@@:14]12[CH2:18][CH2:17][CH2:16][N:15]1[C@@H:11]([C:10]([Cl:9])([Cl:20])[Cl:21])[O:12][C:13]2=[O:19])[CH3:24]. The catalyst class is: 1. (3) Reactant: [CH2:1]([C:4]1[N:9]=[C:8]2[S:10][C:11]([CH2:13][O:14][C:15]3[C:16]([F:25])=[C:17]([C:21]([F:24])=[CH:22][CH:23]=3)[C:18]([NH2:20])=[O:19])=[N:12][C:7]2=[CH:6][CH:5]=1)[CH:2]=[CH2:3]. Product: [F:25][C:16]1[C:15]([O:14][CH2:13][C:11]2[S:10][C:8]3[C:7]([N:12]=2)=[CH:6][CH:5]=[C:4]([CH2:1][CH2:2][CH3:3])[N:9]=3)=[CH:23][CH:22]=[C:21]([F:24])[C:17]=1[C:18]([NH2:20])=[O:19]. The catalyst class is: 19. (4) Reactant: [CH3:1][N:2]1[CH2:15][CH2:14][C:5]2[NH:6][C:7]3[CH:8]=[CH:9][C:10]([CH3:13])=[CH:11][C:12]=3[C:4]=2[CH2:3]1.[F:16][C:17]([F:27])([F:26])[C:18]1[CH:23]=[CH:22][N:21]=[CH:20][C:19]=1[CH:24]=[CH2:25].[OH-].[K+]. Product: [F:27][C:17]([F:16])([F:26])[C:18]1[CH:23]=[CH:22][N:21]=[CH:20][C:19]=1[CH2:24][CH2:25][N:6]1[C:7]2[CH:8]=[CH:9][C:10]([CH3:13])=[CH:11][C:12]=2[C:4]2[CH2:3][N:2]([CH3:1])[CH2:15][CH2:14][C:5]1=2. The catalyst class is: 37.